Dataset: Full USPTO retrosynthesis dataset with 1.9M reactions from patents (1976-2016). Task: Predict the reactants needed to synthesize the given product. Given the product [Cl:37][C:22]1[C:23]([NH:25][C:26]2[CH:31]=[CH:30][C:29]([N:32]([CH3:33])[CH3:34])=[CH:28][C:27]=2[O:35][CH3:36])=[N:24][C:19]([NH:1][C:2]2[C:15]([O:16][CH3:17])=[CH:14][C:5]3[N:6]([CH2:12][CH3:13])[C:7](=[O:11])[CH2:8][CH2:9][CH2:10][C:4]=3[CH:3]=2)=[N:20][CH:21]=1, predict the reactants needed to synthesize it. The reactants are: [NH2:1][C:2]1[C:15]([O:16][CH3:17])=[CH:14][C:5]2[N:6]([CH2:12][CH3:13])[C:7](=[O:11])[CH2:8][CH2:9][CH2:10][C:4]=2[CH:3]=1.Cl[C:19]1[N:24]=[C:23]([NH:25][C:26]2[CH:31]=[CH:30][C:29]([N:32]([CH3:34])[CH3:33])=[CH:28][C:27]=2[O:35][CH3:36])[C:22]([Cl:37])=[CH:21][N:20]=1.